Dataset: Forward reaction prediction with 1.9M reactions from USPTO patents (1976-2016). Task: Predict the product of the given reaction. Given the reactants Cl[C:2]1[C:6]2=[N:7][CH:8]=[CH:9][C:10]([C:11]3[CH:12]=[N:13][CH:14]=[CH:15][C:16]=3[CH3:17])=[C:5]2[O:4][N:3]=1.[NH:18]1[CH2:23][CH2:22][O:21][CH2:20][CH2:19]1.C(=O)([O-])[O-].[Cs+].[Cs+], predict the reaction product. The product is: [CH3:17][C:16]1[CH:15]=[CH:14][N:13]=[CH:12][C:11]=1[C:10]1[CH:9]=[CH:8][N:7]=[C:6]2[C:2]([N:18]3[CH2:23][CH2:22][O:21][CH2:20][CH2:19]3)=[N:3][O:4][C:5]=12.